Dataset: Full USPTO retrosynthesis dataset with 1.9M reactions from patents (1976-2016). Task: Predict the reactants needed to synthesize the given product. Given the product [F:1][C:2]1[CH:10]=[C:9]2[C:5]([C:6]([C:11]3[CH:32]=[CH:31][C:14]4[N:15]=[C:16]([CH:18]5[CH2:19][CH2:20][NH:21][CH2:22][CH2:23]5)[O:17][C:13]=4[CH:12]=3)=[CH:7][NH:8]2)=[CH:4][CH:3]=1, predict the reactants needed to synthesize it. The reactants are: [F:1][C:2]1[CH:10]=[C:9]2[C:5]([C:6]([C:11]3[CH:32]=[CH:31][C:14]4[N:15]=[C:16]([CH:18]5[CH2:23][CH2:22][N:21](C(OC(C)(C)C)=O)[CH2:20][CH2:19]5)[O:17][C:13]=4[CH:12]=3)=[CH:7][NH:8]2)=[CH:4][CH:3]=1.